Dataset: Catalyst prediction with 721,799 reactions and 888 catalyst types from USPTO. Task: Predict which catalyst facilitates the given reaction. (1) Reactant: [N:1]([CH2:4][C:5]1[N:6]=[CH:7][C:8]([C:11]([OH:13])=O)=[N:9][CH:10]=1)=[N+:2]=[N-:3].Cl.[CH3:15][C:16]1[S:17][C:18]([CH2:21][NH2:22])=[CH:19][N:20]=1.C(N(CC)CC)C. Product: [N:1]([CH2:4][C:5]1[N:6]=[CH:7][C:8]([C:11]([NH:22][CH2:21][C:18]2[S:17][C:16]([CH3:15])=[N:20][CH:19]=2)=[O:13])=[N:9][CH:10]=1)=[N+:2]=[N-:3]. The catalyst class is: 9. (2) Reactant: [F:1][C:2]1([F:49])[CH2:7][C@H:6]([O:8][C:9]2[CH:14]=[C:13]([F:15])[C:12]([S:16]([N:19](CC3C=CC(OC)=CC=3OC)[C:20]3[CH:25]=[CH:24][N:23]=[CH:22][N:21]=3)(=[O:18])=[O:17])=[C:11]([F:37])[CH:10]=2)[C@@H:5]([C:38]2[CH:39]=[N:40][N:41](C3CCCCO3)[CH:42]=2)[CH2:4][CH2:3]1.C([SiH](CC)CC)C.FC(F)(F)C(O)=O.ClCCl. Product: [F:49][C:2]1([F:1])[CH2:7][C@H:6]([O:8][C:9]2[CH:14]=[C:13]([F:15])[C:12]([S:16]([NH:19][C:20]3[CH:25]=[CH:24][N:23]=[CH:22][N:21]=3)(=[O:17])=[O:18])=[C:11]([F:37])[CH:10]=2)[C@@H:5]([C:38]2[CH:42]=[N:41][NH:40][CH:39]=2)[CH2:4][CH2:3]1. The catalyst class is: 5. (3) Reactant: [CH3:1][O-:2].[Na+].[CH2:4]([O:6][CH:7]([O:10][CH2:11][CH3:12])[C:8]#[N:9])[CH3:5].C[O-]. Product: [CH2:4]([O:6][CH:7]([O:10][CH2:11][CH3:12])[C:8](=[NH:9])[O:2][CH3:1])[CH3:5]. The catalyst class is: 5.